Dataset: Catalyst prediction with 721,799 reactions and 888 catalyst types from USPTO. Task: Predict which catalyst facilitates the given reaction. (1) Reactant: [OH:1][C:2]1[CH:7]=[CH:6][C:5]([C:8]2[CH:13]=[CH:12][C:11]([C:14]([NH:16][C@H:17]([C:22]([NH:24][C@H:25]([C:29]([O:31][CH3:32])=[O:30])[CH2:26][CH2:27][CH3:28])=[O:23])[CH2:18][CH:19]([CH3:21])[CH3:20])=[O:15])=[CH:10][CH:9]=2)=[CH:4][CH:3]=1.C(N(CC)CC)C.[F:40][C:41]([F:54])([F:53])[S:42](O[S:42]([C:41]([F:54])([F:53])[F:40])(=[O:44])=[O:43])(=[O:44])=[O:43].C(=O)(O)[O-].[Na+]. Product: [F:40][C:41]([F:54])([F:53])[S:42]([O:1][C:2]1[CH:7]=[CH:6][C:5]([C:8]2[CH:9]=[CH:10][C:11]([C:14]([NH:16][C@H:17]([C:22]([NH:24][C@H:25]([C:29]([O:31][CH3:32])=[O:30])[CH2:26][CH2:27][CH3:28])=[O:23])[CH2:18][CH:19]([CH3:21])[CH3:20])=[O:15])=[CH:12][CH:13]=2)=[CH:4][CH:3]=1)(=[O:44])=[O:43]. The catalyst class is: 363. (2) Reactant: [CH:1]1([C:4]2[N:5]=[CH:6][C:7]([C:15]([OH:17])=O)=[N:8][C:9]=2[O:10][CH2:11][CH:12]2[CH2:14][CH2:13]2)[CH2:3][CH2:2]1.CCN(C(C)C)C(C)C.[NH2:27][C:28]([CH3:34])([CH3:33])[CH2:29][CH2:30][CH2:31][OH:32]. Product: [OH:32][CH2:31][CH2:30][CH2:29][C:28]([NH:27][C:15]([C:7]1[CH:6]=[N:5][C:4]([CH:1]2[CH2:2][CH2:3]2)=[C:9]([O:10][CH2:11][CH:12]2[CH2:13][CH2:14]2)[N:8]=1)=[O:17])([CH3:34])[CH3:33]. The catalyst class is: 3. (3) Reactant: [Cl:1][C:2]1[C:3]([C:16]2[C:24]3[C:19](=[CH:20][CH:21]=[CH:22][CH:23]=3)[N:18]([S:25]([C:28]3[CH:33]=[CH:32][CH:31]=[CH:30][CH:29]=3)(=[O:27])=[O:26])[CH:17]=2)=[N:4][C:5]([NH:8][CH2:9][CH:10]2[CH2:15][CH2:14][CH2:13][NH:12][CH2:11]2)=[N:6][CH:7]=1.[C:34]([O:38][C:39]([NH:41][C:42]1[CH:50]=[CH:49][C:45]([C:46](O)=[O:47])=[CH:44][CH:43]=1)=[O:40])([CH3:37])([CH3:36])[CH3:35].CN(C(ON1N=NC2C=CC=CC1=2)=[N+](C)C)C.F[P-](F)(F)(F)(F)F.C(N(C(C)C)CC)(C)C. Product: [Cl:1][C:2]1[C:3]([C:16]2[C:24]3[C:19](=[CH:20][CH:21]=[CH:22][CH:23]=3)[N:18]([S:25]([C:28]3[CH:33]=[CH:32][CH:31]=[CH:30][CH:29]=3)(=[O:27])=[O:26])[CH:17]=2)=[N:4][C:5]([NH:8][CH2:9][CH:10]2[CH2:15][CH2:14][CH2:13][N:12]([C:46]([C:45]3[CH:44]=[CH:43][C:42]([NH:41][C:39](=[O:40])[O:38][C:34]([CH3:36])([CH3:35])[CH3:37])=[CH:50][CH:49]=3)=[O:47])[CH2:11]2)=[N:6][CH:7]=1. The catalyst class is: 2. (4) Reactant: Cl[C:2]1[N:10]=[CH:9][N:8]=[C:7]2[C:3]=1[N:4]=[CH:5][N:6]2[CH:11]1[CH2:16][CH2:15][CH2:14][CH2:13][O:12]1.CCN(C(C)C)C(C)C.[NH2:26][CH:27]([C:29]1[CH:36]=[C:35]([CH3:37])[C:32]([C:33]#[N:34])=[C:31]([C:38]2[CH:39]=[N:40][CH:41]=[C:42]([S:44]([CH3:47])(=[O:46])=[O:45])[CH:43]=2)[C:30]=1[O:48][CH2:49][CH3:50])[CH3:28]. Product: [CH2:49]([O:48][C:30]1[C:31]([C:38]2[CH:39]=[N:40][CH:41]=[C:42]([S:44]([CH3:47])(=[O:45])=[O:46])[CH:43]=2)=[C:32]([C:35]([CH3:37])=[CH:36][C:29]=1[CH:27]([NH:26][C:2]1[N:10]=[CH:9][N:8]=[C:7]2[C:3]=1[N:4]=[CH:5][N:6]2[CH:11]1[CH2:16][CH2:15][CH2:14][CH2:13][O:12]1)[CH3:28])[C:33]#[N:34])[CH3:50]. The catalyst class is: 8. (5) Reactant: [Cl:1][C:2]1[CH:3]=[C:4]([O:29][CH3:30])[C:5]([O:27][CH3:28])=[C:6]([CH:8]([NH:10][C:11]2[CH:16]=[C:15]([N:17]3[CH2:22][CH2:21][NH:20][CH2:19][CH2:18]3)[CH:14]=[CH:13][C:12]=2[S:23]([CH3:26])(=[O:25])=[O:24])[CH3:9])[CH:7]=1.C(=O)=O.CO.Cl. Product: [ClH:1].[Cl:1][C:2]1[CH:3]=[C:4]([O:29][CH3:30])[C:5]([O:27][CH3:28])=[C:6]([CH:8]([NH:10][C:11]2[CH:16]=[C:15]([N:17]3[CH2:22][CH2:21][NH:20][CH2:19][CH2:18]3)[CH:14]=[CH:13][C:12]=2[S:23]([CH3:26])(=[O:24])=[O:25])[CH3:9])[CH:7]=1. The catalyst class is: 363.